Dataset: Full USPTO retrosynthesis dataset with 1.9M reactions from patents (1976-2016). Task: Predict the reactants needed to synthesize the given product. (1) Given the product [CH3:1][O:2][C:3](=[O:36])[C@H:4]([CH2:34][OH:35])[NH:5][O:16][Si:17]([C:30]([CH3:33])([CH3:31])[CH3:32])([C:18]1[CH:23]=[CH:22][CH:21]=[CH:20][CH:19]=1)[C:24]1[CH:29]=[CH:28][CH:27]=[CH:26][CH:25]=1, predict the reactants needed to synthesize it. The reactants are: [CH3:1][O:2][C:3](=[O:36])[C@H:4]([CH2:34][OH:35])[N:5]([O:16][Si:17]([C:30]([CH3:33])([CH3:32])[CH3:31])([C:24]1[CH:29]=[CH:28][CH:27]=[CH:26][CH:25]=1)[C:18]1[CH:23]=[CH:22][CH:21]=[CH:20][CH:19]=1)C(OCC1C=CC=CC=1)=O. (2) The reactants are: [Br:1][C:2]1[CH:3]=[C:4]([CH:15]=[CH:16][CH:17]=1)[O:5][CH:6]([CH2:11][CH:12]([CH3:14])[CH3:13])[C:7]([O:9]C)=O.[Li].Cl.[NH2:20][CH2:21][C:22]#[N:23].CN(C(ON1N=NC2C=CC=NC1=2)=[N+](C)C)C.F[P-](F)(F)(F)(F)F.C(N(CC)CC)C. Given the product [Br:1][C:2]1[CH:3]=[C:4]([CH:15]=[CH:16][CH:17]=1)[O:5][CH:6]([CH2:11][CH:12]([CH3:14])[CH3:13])[C:7]([NH:23][CH2:22][C:21]#[N:20])=[O:9], predict the reactants needed to synthesize it. (3) Given the product [C:1]([Si:5]([CH3:15])([CH3:14])[O:6][C@H:7]1[CH2:8][CH2:9][C@H:10]([N:13]=[C:23]=[O:24])[CH2:11][CH2:12]1)([CH3:4])([CH3:3])[CH3:2], predict the reactants needed to synthesize it. The reactants are: [C:1]([Si:5]([CH3:15])([CH3:14])[O:6][C@H:7]1[CH2:12][CH2:11][C@H:10]([NH2:13])[CH2:9][CH2:8]1)([CH3:4])([CH3:3])[CH3:2].C(N(CC)CC)C.[C:23](Cl)(Cl)=[O:24].C1(C)C=CC=CC=1. (4) The reactants are: [F:1][C:2]([F:27])([F:26])[C:3]1[CH:4]=[C:5]([NH:9][C:10](=[O:25])[CH2:11][C:12]([NH:14][C:15]2[CH:20]=[CH:19][CH:18]=[C:17]([C:21]([F:24])([F:23])[F:22])[CH:16]=2)=[O:13])[CH:6]=[CH:7][CH:8]=1.[CH3:28][C:29]1[N:34]=[C:33]([CH:35]=O)[CH:32]=[CH:31][CH:30]=1. Given the product [F:1][C:2]([F:26])([F:27])[C:3]1[CH:4]=[C:5]([NH:9][C:10](=[O:25])[C:11](=[CH:35][C:33]2[CH:32]=[CH:31][CH:30]=[C:29]([CH3:28])[N:34]=2)[C:12]([NH:14][C:15]2[CH:20]=[CH:19][CH:18]=[C:17]([C:21]([F:24])([F:23])[F:22])[CH:16]=2)=[O:13])[CH:6]=[CH:7][CH:8]=1, predict the reactants needed to synthesize it.